From a dataset of Full USPTO retrosynthesis dataset with 1.9M reactions from patents (1976-2016). Predict the reactants needed to synthesize the given product. (1) Given the product [F:1][C:2]([C:5]1[CH:6]=[C:7]([NH:8][C:18](=[O:26])[O:19][C:20]2[CH:25]=[CH:24][CH:23]=[CH:22][CH:21]=2)[CH:9]=[CH:10][CH:11]=1)([F:4])[CH3:3], predict the reactants needed to synthesize it. The reactants are: [F:1][C:2]([C:5]1[CH:6]=[C:7]([CH:9]=[CH:10][CH:11]=1)[NH2:8])([F:4])[CH3:3].N1C=CC=CC=1.[C:18](Cl)(=[O:26])[O:19][C:20]1[CH:25]=[CH:24][CH:23]=[CH:22][CH:21]=1.O. (2) Given the product [F:1][C:2]1[CH:3]=[C:4]([N:40]2[CH2:41][CH2:42][NH:43][CH2:44][CH2:45]2)[CH:5]=[CH:6][C:7]=1[C:8]1[CH:9]=[C:10]2[C:16]([C:17]3[CH:18]=[N:19][N:20]([CH2:22][C:23]4[CH:28]=[CH:27][CH:26]=[C:25]([F:29])[CH:24]=4)[CH:21]=3)=[CH:15][N:14]([S:30]([C:33]3[CH:34]=[CH:35][C:36]([CH3:37])=[CH:38][CH:39]=3)(=[O:32])=[O:31])[C:11]2=[N:12][CH:13]=1, predict the reactants needed to synthesize it. The reactants are: [F:1][C:2]1[CH:3]=[C:4]([N:40]2[CH2:45][CH2:44][N:43](C(OC(C)(C)C)=O)[CH2:42][CH2:41]2)[CH:5]=[CH:6][C:7]=1[C:8]1[CH:9]=[C:10]2[C:16]([C:17]3[CH:18]=[N:19][N:20]([CH2:22][C:23]4[CH:28]=[CH:27][CH:26]=[C:25]([F:29])[CH:24]=4)[CH:21]=3)=[CH:15][N:14]([S:30]([C:33]3[CH:39]=[CH:38][C:36]([CH3:37])=[CH:35][CH:34]=3)(=[O:32])=[O:31])[C:11]2=[N:12][CH:13]=1. (3) Given the product [NH2:42][C:38]1[CH:37]=[C:36]([CH:41]=[CH:40][CH:39]=1)[O:35][CH2:34][CH2:33][O:32][C:26]1[C:27]([C:29]([OH:31])=[O:30])=[N:28][C:23]([C:20]2[CH:21]=[C:22]3[C:17]([CH2:16][CH2:15][CH2:14][N:13]3[C:11](=[O:12])[NH:10][C:2]3[S:1][C:5]4[CH:6]=[CH:7][CH:8]=[CH:9][C:4]=4[N:3]=3)=[CH:18][CH:19]=2)=[CH:24][CH:25]=1, predict the reactants needed to synthesize it. The reactants are: [S:1]1[C:5]2[CH:6]=[CH:7][CH:8]=[CH:9][C:4]=2[N:3]=[C:2]1[NH:10][C:11]([N:13]1[C:22]2[C:17](=[CH:18][CH:19]=[C:20]([C:23]3[N:28]=[C:27]([C:29]([OH:31])=[O:30])[C:26]([O:32][CH2:33][CH2:34][O:35][C:36]4[CH:41]=[CH:40][CH:39]=[C:38]([NH:42]C(OC(C)(C)C)=O)[CH:37]=4)=[CH:25][CH:24]=3)[CH:21]=2)[CH2:16][CH2:15][CH2:14]1)=[O:12]. (4) Given the product [Cl:26][C:12]1[N:11]=[C:10]([N:9]2[C:3]3[CH:4]=[C:5]([F:8])[CH:6]=[CH:7][C:2]=3[N:1]=[CH:27]2)[N:18]=[C:17]2[C:13]=1[NH:14][C:15](=[O:25])[N:16]2[CH:19]1[CH2:20][CH2:21][O:22][CH2:23][CH2:24]1, predict the reactants needed to synthesize it. The reactants are: [NH2:1][C:2]1[CH:7]=[CH:6][C:5]([F:8])=[CH:4][C:3]=1[NH:9][C:10]1[N:18]=[C:17]2[C:13]([NH:14][C:15](=[O:25])[N:16]2[CH:19]2[CH2:24][CH2:23][O:22][CH2:21][CH2:20]2)=[C:12]([Cl:26])[N:11]=1.[CH3:27]OC(OC)OC. (5) The reactants are: [CH2:1]([O:3][C:4]([C:6]1[C:7]2[CH2:8][C@H:9]3[CH2:14][C@H:10]3[C:11]=2[NH:12][N:13]=1)=[O:5])[CH3:2].Br[CH:16]([CH3:18])[CH3:17]. Given the product [CH:16]([N:12]1[C:11]2[C@@H:10]3[CH2:14][C@@H:9]3[CH2:8][C:7]=2[C:6]([C:4]([O:3][CH2:1][CH3:2])=[O:5])=[N:13]1)([CH3:18])[CH3:17], predict the reactants needed to synthesize it. (6) Given the product [C:4]([C:5]([O:21][CH3:22])([F:1])[F:7])([C:12]([F:15])([F:14])[F:13])([C:8]([F:11])([F:10])[F:9])[F:3], predict the reactants needed to synthesize it. The reactants are: [F-:1].[K+].[F:3][C:4]([C:12]([F:15])([F:14])[F:13])([C:8]([F:11])([F:10])[F:9])[C:5]([F:7])=O.S([O:21][CH3:22])(OC)(=O)=O. (7) Given the product [O:4]=[C:5]1[CH2:6][CH2:7][C@H:8]([C:10]([NH:12][C:13]2[CH2:20][CH2:19][C:16]3([CH2:18][CH2:17]3)[CH2:15][C:14]=2[C:21]([O:23][CH2:24][CH3:25])=[O:22])=[O:11])[CH2:9]1, predict the reactants needed to synthesize it. The reactants are: CC1(C)CO[C:5]2([CH2:9][C@@H:8]([C:10]([NH:12][C:13]3[CH2:20][CH2:19][C:16]4([CH2:18][CH2:17]4)[CH2:15][C:14]=3[C:21]([O:23][CH2:24][CH3:25])=[O:22])=[O:11])[CH2:7][CH2:6]2)[O:4]C1.Cl. (8) The reactants are: [NH2:1][C:2]([NH:4][C:5]1[CH:9]=[C:8](Br)[S:7][C:6]=1[C:11]([NH2:13])=[O:12])=[O:3].[S:14]1[C:18]2[CH:19]=[CH:20][CH:21]=[CH:22][C:17]=2[CH:16]=[C:15]1B(O)O. Given the product [NH2:1][C:2]([NH:4][C:5]1[CH:9]=[C:8]([C:15]2[S:14][C:18]3[CH:19]=[CH:20][CH:21]=[CH:22][C:17]=3[CH:16]=2)[S:7][C:6]=1[C:11]([NH2:13])=[O:12])=[O:3], predict the reactants needed to synthesize it. (9) Given the product [Cl:3][C:4]1[CH:9]=[CH:8][C:7]([N:10]2[C:19](=[O:20])[C:18]3[C:13](=[CH:14][CH:15]=[CH:16][CH:17]=3)[N:12]=[C:11]2[C:21]2[CH:22]=[C:23]3[C:27](=[CH:28][CH:29]=2)[N:26]([CH3:30])[CH:25]=[CH:24]3)=[CH:6][CH:5]=1, predict the reactants needed to synthesize it. The reactants are: [H-].[Na+].[Cl:3][C:4]1[CH:9]=[CH:8][C:7]([N:10]2[C:19](=[O:20])[C:18]3[C:13](=[CH:14][CH:15]=[CH:16][CH:17]=3)[N:12]=[C:11]2[C:21]2[CH:22]=[C:23]3[C:27](=[CH:28][CH:29]=2)[NH:26][CH:25]=[CH:24]3)=[CH:6][CH:5]=1.[CH3:30]I.